From a dataset of Catalyst prediction with 721,799 reactions and 888 catalyst types from USPTO. Predict which catalyst facilitates the given reaction. Reactant: C([O:3][C:4]([C@@H:6]1[O:11][C:10]2[CH:12]=[CH:13][C:14]([CH2:16][C@H:17]([NH:19][CH2:20][C@H:21]([OH:38])[CH2:22][O:23][C:24]3[CH:29]=[CH:28][C:27]([O:30]CC4C=CC=CC=4)=[CH:26][CH:25]=3)[CH3:18])=[CH:15][C:9]=2[O:8][CH2:7]1)=[O:5])C. Product: [OH:38][C@H:21]([CH2:22][O:23][C:24]1[CH:25]=[CH:26][C:27]([OH:30])=[CH:28][CH:29]=1)[CH2:20][NH:19][C@H:17]([CH3:18])[CH2:16][C:14]1[CH:13]=[CH:12][C:10]2[O:11][C@@H:6]([C:4]([OH:5])=[O:3])[CH2:7][O:8][C:9]=2[CH:15]=1. The catalyst class is: 178.